Dataset: Full USPTO retrosynthesis dataset with 1.9M reactions from patents (1976-2016). Task: Predict the reactants needed to synthesize the given product. (1) Given the product [ClH:22].[CH3:6][NH:7][CH2:9][CH2:10][C@H:11]1[CH2:16][CH2:15][C@H:14](/[CH:17]=[CH:18]/[CH2:19][OH:20])[CH2:13][CH2:12]1, predict the reactants needed to synthesize it. The reactants are: C(O[C:6](=O)[N:7]([CH2:9][CH2:10][C@H:11]1[CH2:16][CH2:15][C@H:14](/[CH:17]=[CH:18]/[CH2:19][OH:20])[CH2:13][CH2:12]1)C)(C)(C)C.[ClH:22]. (2) Given the product [CH2:17]([O:14][CH:12]1[CH2:11][N:10]([C:7]2[CH:6]=[CH:5][C:4]([N+:1]([O-:3])=[O:2])=[CH:9][N:8]=2)[CH2:13]1)[CH3:18], predict the reactants needed to synthesize it. The reactants are: [N+:1]([C:4]1[CH:5]=[CH:6][C:7]([N:10]2[CH2:13][CH:12]([OH:14])[CH2:11]2)=[N:8][CH:9]=1)([O-:3])=[O:2].[H-].[Na+].[CH2:17](I)[CH3:18]. (3) Given the product [C:7]([C:6]1[CH:9]=[CH:10][C:3]([CH2:2][P:11](=[O:18])([O:15][CH2:16][CH3:17])[O:12][CH2:13][CH3:14])=[CH:4][CH:5]=1)#[N:8], predict the reactants needed to synthesize it. The reactants are: Cl[CH2:2][C:3]1[CH:10]=[CH:9][C:6]([C:7]#[N:8])=[CH:5][CH:4]=1.[P:11]([O:18]CC)([O:15][CH2:16][CH3:17])[O:12][CH2:13][CH3:14]. (4) Given the product [NH2:14][C@@H:15]1[CH2:20][CH2:19][N:18]([C:21]2[C:22]([Cl:54])=[C:23]([NH:29][C:30]3[N:35]=[C:34]([NH:36][CH:46]4[CH2:47][CH2:48]4)[C:33]4=[N:49][CH:50]=[C:51]([C:52]#[N:53])[N:32]4[N:31]=3)[CH:24]=[C:25]([C:27]#[N:28])[CH:26]=2)[CH2:17][C@H:16]1[O:55][Si:56]([C:59]([CH3:62])([CH3:61])[CH3:60])([CH3:57])[CH3:58], predict the reactants needed to synthesize it. The reactants are: C(O)(C(F)(F)F)=O.C(OC(=O)[NH:14][C@@H:15]1[CH2:20][CH2:19][N:18]([C:21]2[CH:26]=[C:25]([C:27]#[N:28])[CH:24]=[C:23]([NH:29][C:30]3[N:35]=[C:34]([N:36]([CH:46]4[CH2:48][CH2:47]4)CC4C=CC(OC)=CC=4)[C:33]4=[N:49][CH:50]=[C:51]([C:52]#[N:53])[N:32]4[N:31]=3)[C:22]=2[Cl:54])[CH2:17][C@H:16]1[O:55][Si:56]([C:59]([CH3:62])([CH3:61])[CH3:60])([CH3:58])[CH3:57])(C)(C)C.C1(OC)C=CC=CC=1. (5) The reactants are: [F:1][C:2]1[C:3](C#N)=[N:4][CH:5]=[CH:6][CH:7]=1.C[Mg]Br.C([O:15][CH2:16][CH3:17])C. Given the product [F:1][C:2]1[C:3]([C:16](=[O:15])[CH3:17])=[N:4][CH:5]=[CH:6][CH:7]=1, predict the reactants needed to synthesize it. (6) Given the product [C:1]([O:5][C:6]([N:8]1[CH2:13][CH2:12][N:11]([C:14]2[C:23]([O:24][CH3:25])=[C:22]3[C:17]([C:18](=[O:32])[C:19]([C:29]([O:31][CH2:43][CH2:42][CH2:41][CH:40]([P:45]([O:47][CH2:48][CH3:49])([O:50][CH2:51][CH3:52])=[O:46])[P:38]([O:37][CH2:36][CH3:35])([O:53][CH2:54][CH3:55])=[O:39])=[O:30])=[CH:20][N:21]3[CH:26]3[CH2:28][CH2:27]3)=[CH:16][C:15]=2[F:33])[CH2:10][CH:9]1[CH3:34])=[O:7])([CH3:4])([CH3:2])[CH3:3], predict the reactants needed to synthesize it. The reactants are: [C:1]([O:5][C:6]([N:8]1[CH2:13][CH2:12][N:11]([C:14]2[C:23]([O:24][CH3:25])=[C:22]3[C:17]([C:18](=[O:32])[C:19]([C:29]([OH:31])=[O:30])=[CH:20][N:21]3[CH:26]3[CH2:28][CH2:27]3)=[CH:16][C:15]=2[F:33])[CH2:10][CH:9]1[CH3:34])=[O:7])([CH3:4])([CH3:3])[CH3:2].[CH3:35][CH2:36][O:37][P:38]([O:53][CH2:54][CH3:55])([CH:40]([P:45]([O:50][CH2:51][CH3:52])([O:47][CH2:48][CH3:49])=[O:46])[CH2:41][CH2:42][CH2:43]I)=[O:39].C(=O)([O-])[O-].[K+].[K+].